From a dataset of NCI-60 drug combinations with 297,098 pairs across 59 cell lines. Regression. Given two drug SMILES strings and cell line genomic features, predict the synergy score measuring deviation from expected non-interaction effect. (1) Drug 1: CCN(CC)CCCC(C)NC1=C2C=C(C=CC2=NC3=C1C=CC(=C3)Cl)OC. Drug 2: C1CN(P(=O)(OC1)NCCCl)CCCl. Cell line: SF-268. Synergy scores: CSS=6.95, Synergy_ZIP=-1.03, Synergy_Bliss=2.47, Synergy_Loewe=-0.665, Synergy_HSA=-0.0428. (2) Drug 2: C1C(C(OC1N2C=NC3=C2NC=NCC3O)CO)O. Drug 1: CC1OCC2C(O1)C(C(C(O2)OC3C4COC(=O)C4C(C5=CC6=C(C=C35)OCO6)C7=CC(=C(C(=C7)OC)O)OC)O)O. Synergy scores: CSS=8.26, Synergy_ZIP=-3.45, Synergy_Bliss=-1.79, Synergy_Loewe=-0.498, Synergy_HSA=-0.461. Cell line: NCI-H322M. (3) Cell line: NCIH23. Synergy scores: CSS=-8.49, Synergy_ZIP=1.85, Synergy_Bliss=-3.28, Synergy_Loewe=-8.03, Synergy_HSA=-7.13. Drug 2: N.N.Cl[Pt+2]Cl. Drug 1: CCCS(=O)(=O)NC1=C(C(=C(C=C1)F)C(=O)C2=CNC3=C2C=C(C=N3)C4=CC=C(C=C4)Cl)F. (4) Drug 1: CNC(=O)C1=CC=CC=C1SC2=CC3=C(C=C2)C(=NN3)C=CC4=CC=CC=N4. Drug 2: C1=C(C(=O)NC(=O)N1)N(CCCl)CCCl. Cell line: T-47D. Synergy scores: CSS=23.2, Synergy_ZIP=2.09, Synergy_Bliss=5.93, Synergy_Loewe=3.54, Synergy_HSA=5.14. (5) Drug 1: CC1C(C(CC(O1)OC2CC(CC3=C2C(=C4C(=C3O)C(=O)C5=C(C4=O)C(=CC=C5)OC)O)(C(=O)C)O)N)O.Cl. Drug 2: CC12CCC3C(C1CCC2O)C(CC4=C3C=CC(=C4)O)CCCCCCCCCS(=O)CCCC(C(F)(F)F)(F)F. Cell line: ACHN. Synergy scores: CSS=3.05, Synergy_ZIP=-11.0, Synergy_Bliss=-13.4, Synergy_Loewe=-13.2, Synergy_HSA=-13.0. (6) Drug 1: CCC1(CC2CC(C3=C(CCN(C2)C1)C4=CC=CC=C4N3)(C5=C(C=C6C(=C5)C78CCN9C7C(C=CC9)(C(C(C8N6C=O)(C(=O)OC)O)OC(=O)C)CC)OC)C(=O)OC)O.OS(=O)(=O)O. Drug 2: COC1=C2C(=CC3=C1OC=C3)C=CC(=O)O2. Cell line: OVCAR-8. Synergy scores: CSS=-1.59, Synergy_ZIP=-1.00, Synergy_Bliss=-3.64, Synergy_Loewe=-6.17, Synergy_HSA=-3.59. (7) Drug 2: CC1=C(C=C(C=C1)NC(=O)C2=CC=C(C=C2)CN3CCN(CC3)C)NC4=NC=CC(=N4)C5=CN=CC=C5. Drug 1: CC(C1=C(C=CC(=C1Cl)F)Cl)OC2=C(N=CC(=C2)C3=CN(N=C3)C4CCNCC4)N. Synergy scores: CSS=-11.2, Synergy_ZIP=2.36, Synergy_Bliss=-6.47, Synergy_Loewe=-15.8, Synergy_HSA=-12.0. Cell line: DU-145. (8) Drug 1: C1=NC2=C(N=C(N=C2N1C3C(C(C(O3)CO)O)F)Cl)N. Drug 2: CC1=C2C(C(=O)C3(C(CC4C(C3C(C(C2(C)C)(CC1OC(=O)C(C(C5=CC=CC=C5)NC(=O)C6=CC=CC=C6)O)O)OC(=O)C7=CC=CC=C7)(CO4)OC(=O)C)O)C)OC(=O)C. Cell line: NCI-H322M. Synergy scores: CSS=-3.52, Synergy_ZIP=-2.16, Synergy_Bliss=-7.45, Synergy_Loewe=-11.6, Synergy_HSA=-10.5. (9) Drug 1: C1=CN(C(=O)N=C1N)C2C(C(C(O2)CO)O)(F)F. Drug 2: CC1CC(C(C(C=C(C(C(C=CC=C(C(=O)NC2=CC(=O)C(=C(C1)C2=O)OC)C)OC)OC(=O)N)C)C)O)OC. Cell line: NCI-H460. Synergy scores: CSS=83.8, Synergy_ZIP=4.50, Synergy_Bliss=1.47, Synergy_Loewe=-2.58, Synergy_HSA=3.98.